From a dataset of Reaction yield outcomes from USPTO patents with 853,638 reactions. Predict the reaction yield, written as a fraction of the theoretical maximum amount of product (1.0 means a 100% yield; for example, 0.34 means a 34% yield). (1) The reactants are [CH2:1]([O:3][C:4](=[O:23])[C@@H:5]([O:21][CH3:22])[CH2:6][C:7]1[CH:12]=[CH:11][C:10](OS(C(F)(F)F)(=O)=O)=[CH:9][CH:8]=1)[CH3:2].[CH2:24]([OH:27])[C:25]#[CH:26].C(N(CC)CC)C. The catalyst is CN(C=O)C.O.Cl[Pd](Cl)([P](C1C=CC=CC=1)(C1C=CC=CC=1)C1C=CC=CC=1)[P](C1C=CC=CC=1)(C1C=CC=CC=1)C1C=CC=CC=1. The product is [CH2:1]([O:3][C:4](=[O:23])[C@@H:5]([O:21][CH3:22])[CH2:6][C:7]1[CH:12]=[CH:11][C:10]([C:26]#[C:25][CH2:24][OH:27])=[CH:9][CH:8]=1)[CH3:2]. The yield is 0.320. (2) The reactants are [CH2:1]([O:3][C:4]1([C:7]2[CH:12]=[CH:11][C:10]([C:13]#[C:14][C:15]3[CH:25]=[CH:24][C:18]([C:19]([O:21]CC)=[O:20])=[CH:17][CH:16]=3)=[CH:9][C:8]=2[C:26]([CH3:29])([CH3:28])[CH3:27])[CH2:6][CH2:5]1)[CH3:2].[OH-].[Na+]. The catalyst is C(O)C.O1CCCC1. The yield is 0.620. The product is [CH2:1]([O:3][C:4]1([C:7]2[CH:12]=[CH:11][C:10]([C:13]#[C:14][C:15]3[CH:16]=[CH:17][C:18]([C:19]([OH:21])=[O:20])=[CH:24][CH:25]=3)=[CH:9][C:8]=2[C:26]([CH3:27])([CH3:29])[CH3:28])[CH2:6][CH2:5]1)[CH3:2].